From a dataset of Forward reaction prediction with 1.9M reactions from USPTO patents (1976-2016). Predict the product of the given reaction. (1) Given the reactants ClC(OCC(C)C)=O.[NH:9]1[C:17]2[C:12](=[CH:13][CH:14]=[CH:15][CH:16]=2)[C:11]([C:18]([OH:20])=O)=[N:10]1.C[N:22]1CCOCC1.[Br:28][C:29]1[CH:35]=[CH:34][C:32](N)=[CH:31][CH:30]=1, predict the reaction product. The product is: [Br:28][C:29]1[CH:35]=[CH:34][C:32]([N:9]2[C:17]3[C:12](=[CH:13][CH:14]=[CH:15][CH:16]=3)[C:11]([C:18]([NH2:22])=[O:20])=[N:10]2)=[CH:31][CH:30]=1. (2) Given the reactants [F-].C([N+](CCCC)(CCCC)CCCC)CCC.C[Si](C)(C)CCOC(=O)[NH:25][C:26]1[CH:31]=[CH:30][C:29]([CH:32]([OH:34])[CH3:33])=[C:28]([Cl:35])[CH:27]=1, predict the reaction product. The product is: [NH2:25][C:26]1[CH:31]=[CH:30][C:29]([CH:32]([OH:34])[CH3:33])=[C:28]([Cl:35])[CH:27]=1. (3) Given the reactants [CH3:1][O:2][C:3]1[CH:8]=[C:7]([C:9]2[CH:10]=[CH:11][C:12]3[N:13]([CH:15]=[C:16]([CH3:18])[N:17]=3)[N:14]=2)[CH:6]=[CH:5][C:4]=1[OH:19].[C:20]([NH:27][CH2:28][CH2:29][CH2:30]Br)([O:22][C:23]([CH3:26])([CH3:25])[CH3:24])=[O:21], predict the reaction product. The product is: [C:23]([O:22][C:20](=[O:21])[NH:27][CH2:28][CH2:29][CH2:30][O:19][C:4]1[CH:5]=[CH:6][C:7]([C:9]2[CH:10]=[CH:11][C:12]3[N:13]([CH:15]=[C:16]([CH3:18])[N:17]=3)[N:14]=2)=[CH:8][C:3]=1[O:2][CH3:1])([CH3:26])([CH3:25])[CH3:24]. (4) Given the reactants [Br:1][C:2]1[C:3]([C:20]2[S:24][C:23]3[CH:25]=[CH:26][C:27]([N+:29]([O-])=O)=[CH:28][C:22]=3[CH:21]=2)=[N:4][C:5]([NH:8][CH2:9][CH2:10][N:11]2[C:15]([CH3:17])([CH3:16])[C:14](=[O:18])[NH:13][C:12]2=[O:19])=[N:6][CH:7]=1.C(O)C.[In], predict the reaction product. The product is: [NH2:29][C:27]1[CH:26]=[CH:25][C:23]2[S:24][C:20]([C:3]3[C:2]([Br:1])=[CH:7][N:6]=[C:5]([NH:8][CH2:9][CH2:10][N:11]4[C:15]([CH3:17])([CH3:16])[C:14](=[O:18])[NH:13][C:12]4=[O:19])[N:4]=3)=[CH:21][C:22]=2[CH:28]=1. (5) Given the reactants [Cl:1][C:2]1[CH:7]=[C:6]([C:8]([F:11])([F:10])[F:9])[CH:5]=[C:4]([Cl:12])[C:3]=1[NH:13][C:14](=[NH:22])[C:15]([F:21])([F:20])[C:16]([F:19])([F:18])[F:17].[H-].[Na+].Cl[C:26]([O:28][CH3:29])=[O:27].O, predict the reaction product. The product is: [CH3:29][O:28][C:26](=[O:27])[NH:22][C:14](=[N:13][C:3]1[C:2]([Cl:1])=[CH:7][C:6]([C:8]([F:10])([F:9])[F:11])=[CH:5][C:4]=1[Cl:12])[C:15]([F:20])([F:21])[C:16]([F:17])([F:18])[F:19]. (6) Given the reactants [S:1]1[C:5]2[CH:6]=[CH:7][CH:8]=[CH:9][C:4]=2[N:3]=[C:2]1[N:10]([CH2:18][CH2:19][OH:20])[CH2:11][C:12]1[CH:17]=[CH:16][CH:15]=[CH:14][CH:13]=1.F[C:22]1[CH:29]=[CH:28][C:25]([CH:26]=[O:27])=[CH:24][CH:23]=1, predict the reaction product. The product is: [S:1]1[C:5]2[CH:6]=[CH:7][CH:8]=[CH:9][C:4]=2[N:3]=[C:2]1[N:10]([CH2:18][CH2:19][O:20][C:22]1[CH:29]=[CH:28][C:25]([CH:26]=[O:27])=[CH:24][CH:23]=1)[CH2:11][C:12]1[CH:17]=[CH:16][CH:15]=[CH:14][CH:13]=1. (7) The product is: [CH3:11][C:12]1([N:16]2[CH2:21][CH2:20][N:19]([C:2]3[CH:7]=[CH:6][C:5]([N+:8]([O-:10])=[O:9])=[CH:4][CH:3]=3)[CH2:18][CH2:17]2)[CH2:13][O:14][CH2:15]1. Given the reactants F[C:2]1[CH:7]=[CH:6][C:5]([N+:8]([O-:10])=[O:9])=[CH:4][CH:3]=1.[CH3:11][C:12]1([N:16]2[CH2:21][CH2:20][NH:19][CH2:18][CH2:17]2)[CH2:15][O:14][CH2:13]1.C(=O)([O-])[O-].[K+].[K+], predict the reaction product.